From a dataset of TCR-epitope binding with 47,182 pairs between 192 epitopes and 23,139 TCRs. Binary Classification. Given a T-cell receptor sequence (or CDR3 region) and an epitope sequence, predict whether binding occurs between them. (1) The epitope is LLWNGPMAV. The TCR CDR3 sequence is CASSQGPAAYEQYF. Result: 1 (the TCR binds to the epitope). (2) The epitope is RQLLFVVEV. The TCR CDR3 sequence is CASSVATVMTGELFF. Result: 0 (the TCR does not bind to the epitope). (3) The epitope is MLNIPSINV. The TCR CDR3 sequence is CASSFDGGAIEQFF. Result: 0 (the TCR does not bind to the epitope). (4) The epitope is FLNGSCGSV. The TCR CDR3 sequence is CASSWGSHEQYF. Result: 1 (the TCR binds to the epitope). (5) The epitope is NLWNTFTRL. The TCR CDR3 sequence is CASSPEVDGTSGVSEQFF. Result: 0 (the TCR does not bind to the epitope). (6) The epitope is QASQEVKNW. The TCR CDR3 sequence is CSVTGDSYGYTF. Result: 0 (the TCR does not bind to the epitope). (7) The epitope is SGPLKAEIAQRLED. The TCR CDR3 sequence is CASSQGGPKSGANVLTF. Result: 1 (the TCR binds to the epitope). (8) The epitope is DATYQRTRALVR. The TCR CDR3 sequence is CASVLMRTNNEQFF. Result: 0 (the TCR does not bind to the epitope). (9) The epitope is GTSGSPIVNR. The TCR CDR3 sequence is CASSPSWGRNQPQHF. Result: 1 (the TCR binds to the epitope).